This data is from Forward reaction prediction with 1.9M reactions from USPTO patents (1976-2016). The task is: Predict the product of the given reaction. (1) Given the reactants [F:1][C:2]1[CH:3]=[C:4]([NH:35][C:36]([C:38]2[CH:39]=[C:40]([C:44]3[CH:49]=[CH:48][CH:47]=[CH:46][CH:45]=3)[CH:41]=[CH:42][CH:43]=2)=[O:37])[CH:5]=[CH:6][C:7]=1[O:8][C:9]1[CH:14]=[CH:13][N:12]=[C:11]2[N:15](CC3C=CC(OC)=CC=3)[N:16]=[C:17]([NH:18][CH:19]3[CH2:24][CH2:23][N:22]([CH3:25])[CH2:21][CH2:20]3)[C:10]=12.C(O)(C(F)(F)F)=O, predict the reaction product. The product is: [F:1][C:2]1[CH:3]=[C:4]([NH:35][C:36]([C:38]2[CH:39]=[C:40]([C:44]3[CH:45]=[CH:46][CH:47]=[CH:48][CH:49]=3)[CH:41]=[CH:42][CH:43]=2)=[O:37])[CH:5]=[CH:6][C:7]=1[O:8][C:9]1[CH:14]=[CH:13][N:12]=[C:11]2[NH:15][N:16]=[C:17]([NH:18][CH:19]3[CH2:20][CH2:21][N:22]([CH3:25])[CH2:23][CH2:24]3)[C:10]=12. (2) The product is: [Br:1][C:2]1[N:7]=[C:6]([C:8](=[N:27][S@:25]([C:22]([CH3:24])([CH3:23])[CH3:21])=[O:26])[CH:9]([F:11])[F:10])[C:5]([F:13])=[C:4]([Si:14]([CH2:19][CH3:20])([CH2:17][CH3:18])[CH2:15][CH3:16])[CH:3]=1. Given the reactants [Br:1][C:2]1[N:7]=[C:6]([C:8](=O)[CH:9]([F:11])[F:10])[C:5]([F:13])=[C:4]([Si:14]([CH2:19][CH3:20])([CH2:17][CH3:18])[CH2:15][CH3:16])[CH:3]=1.[CH3:21][C:22]([S@@:25]([NH2:27])=[O:26])([CH3:24])[CH3:23], predict the reaction product. (3) Given the reactants Cl.[F:2][C:3]1[CH:4]=[C:5]([CH:45]=[CH:46][CH:47]=1)[CH2:6][N:7]1[CH:11]=[C:10]([C:12]2[C:20]3[C:15](=[N:16][CH:17]=[C:18]([C:21]4[CH:26]=[CH:25][C:24]([N:27]5[CH2:32][CH2:31][NH:30][CH2:29][CH2:28]5)=[CH:23][C:22]=4[O:33][CH3:34])[CH:19]=3)[N:14]([S:35]([C:38]3[CH:44]=[CH:43][C:41]([CH3:42])=[CH:40][CH:39]=3)(=[O:37])=[O:36])[CH:13]=2)[CH:9]=[N:8]1.[CH3:48][C@H:49]1[CH2:51][O:50]1.CCN(C(C)C)C(C)C, predict the reaction product. The product is: [F:2][C:3]1[CH:4]=[C:5]([CH:45]=[CH:46][CH:47]=1)[CH2:6][N:7]1[CH:11]=[C:10]([C:12]2[C:20]3[C:15](=[N:16][CH:17]=[C:18]([C:21]4[CH:26]=[CH:25][C:24]([N:27]5[CH2:28][CH2:29][N:30]([CH2:48][C@@H:49]([OH:50])[CH3:51])[CH2:31][CH2:32]5)=[CH:23][C:22]=4[O:33][CH3:34])[CH:19]=3)[N:14]([S:35]([C:38]3[CH:44]=[CH:43][C:41]([CH3:42])=[CH:40][CH:39]=3)(=[O:36])=[O:37])[CH:13]=2)[CH:9]=[N:8]1. (4) The product is: [Br:1][C:2]1[C:3]([NH:9][C:15]([C:11]2[S:10][CH:14]=[CH:13][CH:12]=2)=[NH:16])=[N:4][CH:5]=[C:6]([Br:8])[N:7]=1. Given the reactants [Br:1][C:2]1[C:3]([NH2:9])=[N:4][CH:5]=[C:6]([Br:8])[N:7]=1.[S:10]1[CH:14]=[CH:13][CH:12]=[C:11]1[C:15]#[N:16].[Al+3].[Cl-].[Cl-].[Cl-], predict the reaction product. (5) Given the reactants [OH:1][C:2]1[CH:7]=[CH:6][C:5]([C@@H:8]2[O:17][C:16]3[C:11](=[CH:12][C:13]([OH:18])=[CH:14][CH:15]=3)[C@@H:10]3[CH2:19][S:20][CH2:21][C@H:9]23)=[CH:4][CH:3]=1.[OH:22]OS([O-])=O.[K+].[O-]S([O-])=O.[Na+].[Na+], predict the reaction product. The product is: [OH:1][C:2]1[CH:3]=[CH:4][C:5]([C@@H:8]2[O:17][C:16]3[C:11](=[CH:12][C:13]([OH:18])=[CH:14][CH:15]=3)[C@@H:10]3[CH2:19][S@@:20](=[O:22])[CH2:21][C@H:9]23)=[CH:6][CH:7]=1. (6) Given the reactants [CH2:1]1[O:11][C:10]2[C:3](=[C:4]([CH:7]=[CH:8][CH:9]=2)[CH:5]=[O:6])[O:2]1.C(=O)([O-])[O-:13].[K+].[K+].OO, predict the reaction product. The product is: [CH2:1]1[O:11][C:10]2[C:3](=[C:4]([CH:7]=[CH:8][CH:9]=2)[C:5]([OH:13])=[O:6])[O:2]1. (7) The product is: [NH4+:21].[OH-:4].[F:33][C:9]1[C:10]2[O:11][C:12]3[C:17](=[CH:16][C:15]([C:26]4[C:27]([F:32])=[N:28][CH:29]=[CH:30][CH:31]=4)=[CH:14][CH:13]=3)[C@@:18]3([CH2:24][O:23][C:22]([NH2:25])=[N:21]3)[C:19]=2[CH:20]=[C:7](/[CH:62]=[CH:63]/[C:64]2([CH3:68])[CH2:67][O:66][CH2:65]2)[CH:8]=1. Given the reactants FC(F)(F)S(O[C:7]1[CH:20]=[C:19]2[C:10]([O:11][C:12]3[CH:13]=[CH:14][C:15]([C:26]4[C:27]([F:32])=[N:28][CH:29]=[CH:30][CH:31]=4)=[CH:16][C:17]=3[C@:18]32[CH2:24][O:23][C:22]([NH2:25])=[N:21]3)=[C:9]([F:33])[CH:8]=1)(=O)=[O:4].C1(P(C2C=CC=CC=2)C2C=CC=CC=2)C=CC=CC=1.[Cl-].[Li+].C([Sn](CCCC)(CCCC)/[CH:62]=[CH:63]/[C:64]1([CH3:68])[CH2:67][O:66][CH2:65]1)CCC, predict the reaction product. (8) Given the reactants [CH3:1][C:2]1[N:11]=[C:10]([O:12][CH:13]2[CH2:18][CH2:17][N:16]([C:19](OCC=C)=O)[CH2:15][CH2:14]2)[C:9]2[C:4](=[CH:5][CH:6]=[CH:7][CH:8]=2)[N:3]=1.N1CCOCC1.CCN(C(C)C)C(C)C.BrC[C:42]1[CH:47]=[CH:46][CH:45]=[CH:44][CH:43]=1, predict the reaction product. The product is: [CH2:19]([N:16]1[CH2:15][CH2:14][CH:13]([O:12][C:10]2[C:9]3[C:4](=[CH:5][CH:6]=[CH:7][CH:8]=3)[N:3]=[C:2]([CH3:1])[N:11]=2)[CH2:18][CH2:17]1)[C:42]1[CH:47]=[CH:46][CH:45]=[CH:44][CH:43]=1. (9) Given the reactants [Cl-].[Ce+3].[Cl-].[Cl-].[BH4-:5].[Na+].[CH3:7][N:8]([CH3:26])[C:9]1[CH:14]=[CH:13][C:12]([PH:15](=O)[C:16]2[CH:21]=[CH:20][C:19]([N:22]([CH3:24])[CH3:23])=[CH:18][CH:17]=2)=[CH:11][CH:10]=1.[H-].[Al+3].[Li+].[H-].[H-].[H-].Cl.[OH-].[Na+], predict the reaction product. The product is: [CH3:7][N:8]([CH3:26])[C:9]1[CH:10]=[CH:11][C:12]([PH:15][C:16]2[CH:21]=[CH:20][C:19]([N:22]([CH3:24])[CH3:23])=[CH:18][CH:17]=2)=[CH:13][CH:14]=1.[BH3:5]. (10) Given the reactants [F:1][C:2]1[CH:7]=[CH:6][C:5]([C:8]2[C:12]([C:13]3[CH:18]=[CH:17][C:16]([F:19])=[CH:15][CH:14]=3)=[C:11]([CH:20]=[O:21])[N:10]([CH:22]([CH3:24])[CH3:23])[C:9]=2[C:25]([OH:27])=O)=[CH:4][CH:3]=1.FC1C=CC(C2C(C3C=CC=CC=3)=C(C(O)=O)N(C(C)C)C=2[CH:40]=[O:41])=CC=1.N[C:55]1[CH:56]=[C:57]([CH:63]=[CH:64][CH:65]=1)[C:58]([N:60](C)C)=O, predict the reaction product. The product is: [CH3:40][O:41][C:55]1[CH:56]=[C:57]([CH:63]=[CH:64][CH:65]=1)[CH2:58][NH:60][C:25]([C:9]1[N:10]([CH:22]([CH3:24])[CH3:23])[C:11]([CH:20]=[O:21])=[C:12]([C:13]2[CH:14]=[CH:15][C:16]([F:19])=[CH:17][CH:18]=2)[C:8]=1[C:5]1[CH:4]=[CH:3][C:2]([F:1])=[CH:7][CH:6]=1)=[O:27].